From a dataset of Reaction yield outcomes from USPTO patents with 853,638 reactions. Predict the reaction yield, written as a fraction of the theoretical maximum amount of product (1.0 means a 100% yield; for example, 0.34 means a 34% yield). (1) The reactants are [CH3:1][C:2]1[N:7]=[C:6]([NH:8][C:9](=[O:15])[O:10][C:11]([CH3:14])([CH3:13])[CH3:12])[CH:5]=[CH:4][CH:3]=1.[Li+].CC([N-]C(C)C)C.[C:24](=O)([O:28]CC)[O:25][CH2:26][CH3:27]. The catalyst is C1COCC1. The product is [C:11]([O:10][C:9]([NH:8][C:6]1[N:7]=[C:2]([CH2:1][C:24]([O:25][CH2:26][CH3:27])=[O:28])[CH:3]=[CH:4][CH:5]=1)=[O:15])([CH3:12])([CH3:14])[CH3:13]. The yield is 0.280. (2) The reactants are [Cl:1][C:2]1[CH:3]=[CH:4][C:5]2[S:9][C:8](=[O:10])[N:7]([CH2:11][CH2:12][C:13]([O:15]CC)=[O:14])[C:6]=2[CH:18]=1.[OH-].[Na+]. The catalyst is C(O)C. The product is [Cl:1][C:2]1[CH:3]=[CH:4][C:5]2[S:9][C:8](=[O:10])[N:7]([CH2:11][CH2:12][C:13]([OH:15])=[O:14])[C:6]=2[CH:18]=1. The yield is 0.940. (3) The reactants are O[CH:2]=[C:3]1[C:11]2[C:6](=[CH:7][CH:8]=[C:9]([C:12]([C:14]3[CH:19]=[CH:18][C:17]([NH:20][C:21](=[O:23])[CH3:22])=[CH:16][CH:15]=3)=[O:13])[CH:10]=2)[NH:5][C:4]1=[O:24].[NH2:25][C:26]1[CH:31]=[CH:30][C:29]([N:32]2[CH2:37][CH2:36][O:35][CH2:34][CH2:33]2)=[CH:28][CH:27]=1. The catalyst is C1COCC1. The product is [N:32]1([C:29]2[CH:28]=[CH:27][C:26]([NH:25][CH:2]=[C:3]3[C:11]4[C:6](=[CH:7][CH:8]=[C:9]([C:12]([C:14]5[CH:19]=[CH:18][C:17]([NH:20][C:21](=[O:23])[CH3:22])=[CH:16][CH:15]=5)=[O:13])[CH:10]=4)[NH:5][C:4]3=[O:24])=[CH:31][CH:30]=2)[CH2:37][CH2:36][O:35][CH2:34][CH2:33]1. The yield is 0.410. (4) The reactants are Cl[C:2]1[N:7]=[CH:6][C:5]([CH2:8][N:9]2[C@@H:13]3[CH2:14][CH2:15][CH2:16][CH2:17][C@H:12]3[N:11]([C:18]3[CH:25]=[CH:24][C:21]([C:22]#[N:23])=[C:20]([C:26]([F:29])([F:28])[F:27])[CH:19]=3)[C:10]2=[O:30])=[CH:4][CH:3]=1.[NH:31]1[CH:35]=[CH:34][CH:33]=[N:32]1. No catalyst specified. The product is [N:31]1([C:2]2[N:7]=[CH:6][C:5]([CH2:8][N:9]3[C@@H:13]4[CH2:14][CH2:15][CH2:16][CH2:17][C@H:12]4[N:11]([C:18]4[CH:25]=[CH:24][C:21]([C:22]#[N:23])=[C:20]([C:26]([F:29])([F:28])[F:27])[CH:19]=4)[C:10]3=[O:30])=[CH:4][CH:3]=2)[CH:35]=[CH:34][CH:33]=[N:32]1. The yield is 0.116. (5) The reactants are C([Li])CCC.Br[C:7]1[C:8]([O:14][CH3:15])=[N:9][CH:10]=[C:11]([F:13])[CH:12]=1.[Si:16]([O:23][CH2:24]/[CH:25]=[N:26]/[S@:27]([C:29]([CH3:32])([CH3:31])[CH3:30])=[O:28])([C:19]([CH3:22])([CH3:21])[CH3:20])([CH3:18])[CH3:17].C([O-])(O)=O.[Na+]. The catalyst is C1(C)C=CC=CC=1.[Cl-].[Na+].O.CCOC(C)=O. The product is [Si:16]([O:23][CH2:24][C@@H:25]([NH:26][S@:27]([C:29]([CH3:32])([CH3:31])[CH3:30])=[O:28])[C:7]1[C:8]([O:14][CH3:15])=[N:9][CH:10]=[C:11]([F:13])[CH:12]=1)([C:19]([CH3:22])([CH3:21])[CH3:20])([CH3:18])[CH3:17]. The yield is 0.240. (6) The reactants are [N:1]1[CH:6]=[CH:5][C:4]([C:7]2[C:8]([C:16]3[CH:17]=[C:18]([NH2:22])[CH:19]=[CH:20][CH:21]=3)=[N:9][N:10]3[CH2:15][CH2:14][CH2:13][S:12][C:11]=23)=[CH:3][CH:2]=1.[Cl:23][C:24]1[CH:29]=[CH:28][C:27]([N:30]=[C:31]=[O:32])=[CH:26][C:25]=1[C:33]([F:36])([F:35])[F:34]. The catalyst is C(Cl)Cl. The product is [Cl:23][C:24]1[CH:29]=[CH:28][C:27]([NH:30][C:31]([NH:22][C:18]2[CH:19]=[CH:20][CH:21]=[C:16]([C:8]3[C:7]([C:4]4[CH:5]=[CH:6][N:1]=[CH:2][CH:3]=4)=[C:11]4[S:12][CH2:13][CH2:14][CH2:15][N:10]4[N:9]=3)[CH:17]=2)=[O:32])=[CH:26][C:25]=1[C:33]([F:34])([F:35])[F:36]. The yield is 0.750. (7) The reactants are CC(C)(C)[C@H](NC(=O)[C@@H](NC)C)C(N1[C@H](C(N[C@H]2C3C(=CC=CC=3)CCC2)=O)CC2C(=CC(C(N[C@H]3C[C@@H](C(=O)N[C@H]4C5C(=CC=CC=5)CCC4)N(C(=O)[C@@H](NC(=O)[C@@H](NC)C)C(C)(C)C)C3)=O)=CC=2)C1)=O.[C@H:73]1([NH:83][C:84]([C@@H:86]2[CH2:95][C:94]3[C:89](=[CH:90][C:91]([C@H:96]4[CH2:100][C@@H:99]([C:101](=[O:113])[NH:102][C@H:103]5[C:112]6[C:107](=[CH:108][CH:109]=[CH:110][CH:111]=6)[CH2:106][CH2:105][CH2:104]5)[NH:98][CH2:97]4)=[CH:92][CH:93]=3)[CH2:88][N:87]2C(OC(C)(C)C)=O)=[O:85])[C:82]2[C:77](=[CH:78][CH:79]=[CH:80][CH:81]=2)[CH2:76][CH2:75][CH2:74]1. No catalyst specified. The product is [C@H:73]1([NH:83][C:84]([C@@H:86]2[CH2:95][C:94]3[C:89](=[CH:90][C:91]([C@H:96]4[CH2:100][C@@H:99]([C:101](=[O:113])[NH:102][C@H:103]5[C:112]6[C:107](=[CH:108][CH:109]=[CH:110][CH:111]=6)[CH2:106][CH2:105][CH2:104]5)[NH:98][CH2:97]4)=[CH:92][CH:93]=3)[CH2:88][NH:87]2)=[O:85])[C:82]2[C:77](=[CH:78][CH:79]=[CH:80][CH:81]=2)[CH2:76][CH2:75][CH2:74]1. The yield is 1.00. (8) The reactants are [Cl:1][C:2]1[CH:27]=[CH:26][C:5]2[NH:6][C:7]([C:9]3([C:24]#[N:25])[CH2:14][CH2:13][N:12]([C:15]4[N:23]=[CH:22][N:21]=[C:20]5[C:16]=4[N:17]=[CH:18][NH:19]5)[CH2:11][CH2:10]3)=[N:8][C:4]=2[CH:3]=1. The catalyst is C(O)(=O)C.[Pt](=O)=O. The product is [Cl:1][C:2]1[CH:27]=[CH:26][C:5]2[NH:6][C:7]([C:9]3([CH2:24][NH2:25])[CH2:10][CH2:11][N:12]([C:15]4[N:23]=[CH:22][N:21]=[C:20]5[C:16]=4[N:17]=[CH:18][NH:19]5)[CH2:13][CH2:14]3)=[N:8][C:4]=2[CH:3]=1. The yield is 0.368. (9) The yield is 0.182. The product is [CH:24]1([CH2:29][C@@H:28]2[NH:27][C:33](=[O:35])[C@H:28]([CH2:29][CH:30]([CH3:31])[CH3:32])[NH:27][CH2:33]2)[CH2:25][CH2:26]1. The reactants are C(N([CH:24]1[CH2:26][CH2:25]1)[C@H](C(O)=O)C)(OCC1C2C(=CC=CC=2)C2C1=CC=CC=2)=O.[NH2:27][C@H:28]([C:33]([OH:35])=O)[CH2:29][CH:30]([CH3:32])[CH3:31]. No catalyst specified.